This data is from Reaction yield outcomes from USPTO patents with 853,638 reactions. The task is: Predict the reaction yield, written as a fraction of the theoretical maximum amount of product (1.0 means a 100% yield; for example, 0.34 means a 34% yield). (1) The reactants are [Cl:1][C:2]1[CH:7]=[CH:6][N:5]=[C:4]([CH2:8][CH3:9])[C:3]=1[CH2:10][S:11][C:12]1[N:17]=[C:16]([OH:18])[CH:15]=[C:14]([C:19]([F:22])([F:21])[F:20])[N:13]=1.Cl.O1CCOCC1. The catalyst is CO. The product is [ClH:1].[Cl:1][C:2]1[CH:7]=[CH:6][N:5]=[C:4]([CH2:8][CH3:9])[C:3]=1[CH2:10][S:11][C:12]1[N:17]=[C:16]([OH:18])[CH:15]=[C:14]([C:19]([F:22])([F:20])[F:21])[N:13]=1. The yield is 0.880. (2) The reactants are [CH:1]([C:4]1[CH:9]=[CH:8][C:7]([CH:10]2[C:14]3[CH:15]=[C:16]([NH2:21])[C:17]([CH3:20])=[C:18]([CH3:19])[C:13]=3[O:12][CH2:11]2)=[CH:6][CH:5]=1)([CH3:3])[CH3:2].[Br:22]N1C(=O)CCC1=O. The catalyst is C(#N)C. The product is [Br:22][C:15]1[C:14]2[CH:10]([C:7]3[CH:8]=[CH:9][C:4]([CH:1]([CH3:3])[CH3:2])=[CH:5][CH:6]=3)[CH2:11][O:12][C:13]=2[C:18]([CH3:19])=[C:17]([CH3:20])[C:16]=1[NH2:21]. The yield is 0.340. (3) The reactants are [CH3:1][C:2]1[CH:12]=[C:11]([CH3:13])[CH:10]=[C:9]([C:14]2[CH:15]=[N:16][CH:17]=[CH:18][CH:19]=2)[C:3]=1[O:4][CH2:5][C:6]([O-])=[O:7].O.[NH2:21][NH2:22]. The catalyst is CCO. The product is [CH3:1][C:2]1[CH:12]=[C:11]([CH3:13])[CH:10]=[C:9]([C:14]2[CH:15]=[N:16][CH:17]=[CH:18][CH:19]=2)[C:3]=1[O:4][CH2:5][C:6]([NH:21][NH2:22])=[O:7]. The yield is 1.00. (4) The reactants are [OH:1][CH2:2][CH2:3][O:4][CH2:5][CH2:6][O:7][CH2:8][CH2:9][O:10][CH2:11][CH2:12][O:13][CH2:14][CH2:15][O:16][CH2:17][CH2:18][O:19][CH2:20][CH2:21][O:22][CH2:23][CH2:24][O:25][CH2:26][CH2:27][O:28][CH2:29][CH2:30][O:31][CH2:32][CH2:33][O:34][CH2:35][CH2:36][O:37][CH2:38][CH2:39][C:40]([O:42][CH3:43])=[O:41].[CH2:44](N(CC)CC)C.[C:51]1(C)[C:52]([S:57](Cl)(=[O:59])=[O:58])=[CH:53][CH:54]=[CH:55][CH:56]=1. The catalyst is ClCCl.CN(C1C=CN=CC=1)C. The product is [S:57]([O:1][CH2:2][CH2:3][O:4][CH2:5][CH2:6][O:7][CH2:8][CH2:9][O:10][CH2:11][CH2:12][O:13][CH2:14][CH2:15][O:16][CH2:17][CH2:18][O:19][CH2:20][CH2:21][O:22][CH2:23][CH2:24][O:25][CH2:26][CH2:27][O:28][CH2:29][CH2:30][O:31][CH2:32][CH2:33][O:34][CH2:35][CH2:36][O:37][CH2:38][CH2:39][C:40]([O:42][CH3:43])=[O:41])([C:52]1[CH:51]=[CH:56][C:55]([CH3:44])=[CH:54][CH:53]=1)(=[O:58])=[O:59]. The yield is 0.670. (5) The catalyst is C1C=CC=CC=1.CO.[Pd]. The product is [CH:25]1[C:26]2[C:31](=[CH:30][CH:29]=[CH:28][CH:27]=2)[CH:32]=[CH:33][C:24]=1[C:19]1[C:18]2[C:22](=[CH:23][C:15]([C:12]3[CH:13]=[CH:14][CH:9]=[C:10]([O:34][CH3:35])[C:11]=3[OH:38])=[CH:16][CH:17]=2)[NH:21][N:20]=1. The reactants are C(O[C:9]1[CH:14]=[CH:13][C:12]([C:15]2[CH:23]=[C:22]3[C:18]([C:19]([C:24]4[CH:33]=[CH:32][C:31]5[C:26](=[CH:27][CH:28]=[CH:29][CH:30]=5)[CH:25]=4)=[N:20][NH:21]3)=[CH:17][CH:16]=2)=[CH:11][C:10]=1[O:34][CH3:35])C1C=CC=CC=1.C(OCC)(=[O:38])C. The yield is 0.400. (6) The reactants are [OH-].[Na+].[NH2:3][C:4]1[N:9]=[C:8]([NH2:10])[C:7]([CH2:11][C:12]2[CH:13]=[C:14]([OH:23])[C:15]3[CH:16]=[CH:17][N:18]([CH2:21][CH3:22])[C:19]=3[CH:20]=2)=[CH:6][N:5]=1.[CH3:24][N:25]([CH3:30])[S:26](Cl)(=[O:28])=[O:27]. The catalyst is [Br-].C([N+](CCCC)(CCCC)CCCC)CCC.ClCCl. The product is [NH2:3][C:4]1[N:9]=[C:8]([NH2:10])[C:7]([CH2:11][C:12]2[CH:20]=[C:19]3[C:15]([CH:16]=[CH:17][N:18]3[CH2:21][CH3:22])=[C:14]([O:23][S:26](=[O:28])(=[O:27])[N:25]([CH3:30])[CH3:24])[CH:13]=2)=[CH:6][N:5]=1. The yield is 0.0900. (7) The reactants are [CH3:1][O:2][C:3]1[CH:4]=[C:5]2[C:10](=[CH:11][C:12]=1[O:13][CH3:14])[N:9]=[CH:8][N:7]=[C:6]2[O:15][C:16]1[CH:22]=[CH:21][C:19]([NH2:20])=[C:18]([F:23])[CH:17]=1.ClC(Cl)(O[C:28](=[O:34])OC(Cl)(Cl)Cl)Cl.[F:36][C:37]1[CH:44]=[C:43]([F:45])[CH:42]=[CH:41][C:38]=1[CH2:39][NH2:40]. The catalyst is C(Cl)(Cl)Cl.C(N(CC)CC)C. The product is [F:36][C:37]1[CH:44]=[C:43]([F:45])[CH:42]=[CH:41][C:38]=1[CH2:39][NH:40][C:28]([NH:20][C:19]1[CH:21]=[CH:22][C:16]([O:15][C:6]2[C:5]3[C:10](=[CH:11][C:12]([O:13][CH3:14])=[C:3]([O:2][CH3:1])[CH:4]=3)[N:9]=[CH:8][N:7]=2)=[CH:17][C:18]=1[F:23])=[O:34]. The yield is 0.260.